This data is from Reaction yield outcomes from USPTO patents with 853,638 reactions. The task is: Predict the reaction yield, written as a fraction of the theoretical maximum amount of product (1.0 means a 100% yield; for example, 0.34 means a 34% yield). The reactants are Cl.C(N=C=NCCCN(C)C)C.[CH:13]([C:15]1[NH:19][C:18]([CH3:20])=[C:17]([C:21]([OH:23])=O)[C:16]=1[CH3:24])=[O:14].ON1C2C=CC=CC=2N=N1.[CH2:35]([N:37]1[CH2:41][CH2:40][CH2:39][CH:38]1[CH2:42][NH2:43])[CH3:36]. The catalyst is O.CN(C=O)C.C(N(CC)CC)C. The product is [CH2:35]([N:37]1[CH2:41][CH2:40][CH2:39][CH:38]1[CH2:42][NH:43][C:21]([C:17]1[C:16]([CH3:24])=[C:15]([CH:13]=[O:14])[NH:19][C:18]=1[CH3:20])=[O:23])[CH3:36]. The yield is 0.476.